Dataset: Full USPTO retrosynthesis dataset with 1.9M reactions from patents (1976-2016). Task: Predict the reactants needed to synthesize the given product. (1) Given the product [ClH:29].[CH2:1]([C:5]1[CH:9]=[C:8]([C:10]2[NH:14][C:13]3[CH:15]=[C:16]([C:19]4[CH:24]=[CH:23][CH:22]=[CH:21][C:20]=4[C:25]([F:26])([F:27])[F:28])[CH:17]=[CH:18][C:12]=3[N:11]=2)[O:7][N:6]=1)[CH:2]([CH3:4])[CH3:3], predict the reactants needed to synthesize it. The reactants are: [CH2:1]([C:5]1[CH:9]=[C:8]([C:10]2[NH:14][C:13]3[CH:15]=[C:16]([C:19]4[CH:24]=[CH:23][CH:22]=[CH:21][C:20]=4[C:25]([F:28])([F:27])[F:26])[CH:17]=[CH:18][C:12]=3[N:11]=2)[O:7][N:6]=1)[CH:2]([CH3:4])[CH3:3].[ClH:29].CCOCC. (2) Given the product [ClH:16].[ClH:11].[CH3:12][N:13]([CH3:17])[CH2:14][CH2:15][O:8][C:4]1[CH:3]=[C:2]([CH:7]=[CH:6][CH:5]=1)[NH2:1], predict the reactants needed to synthesize it. The reactants are: [NH2:1][C:2]1[CH:3]=[C:4]([OH:8])[CH:5]=[CH:6][CH:7]=1.[H-].[Na+].[ClH:11].[CH3:12][N:13]([CH3:17])[CH2:14][CH2:15][Cl:16].Cl.